Dataset: Catalyst prediction with 721,799 reactions and 888 catalyst types from USPTO. Task: Predict which catalyst facilitates the given reaction. Reactant: [CH2:1]([NH+:3]([CH2:6][CH3:7])[CH2:4][CH3:5])[CH3:2].[N:8]([C:11]1[N:12]([C:35]2[N:36]=[CH:37][N:38]=[C:39]([NH2:42])[C:40]=2[N:41]=1)[C@@H:13]1[O:34][C@H:18]([CH2:19][O:20][S:21](=[O:33])(=[O:32])[NH:22][C:23](=[O:31])[C:24]2[CH:29]=[CH:28][CH:27]=[CH:26][C:25]=2[OH:30])[C@@H:16]([OH:17])[C@H:14]1[OH:15])=[N+]=[N-]. Product: [CH2:1]([NH+:3]([CH2:6][CH3:7])[CH2:4][CH3:5])[CH3:2].[NH2:8][C:11]1[N:12]([C:35]2[N:36]=[CH:37][N:38]=[C:39]([NH2:42])[C:40]=2[N:41]=1)[C@@H:13]1[O:34][C@H:18]([CH2:19][O:20][S:21](=[O:33])(=[O:32])[NH:22][C:23](=[O:31])[C:24]2[CH:29]=[CH:28][CH:27]=[CH:26][C:25]=2[OH:30])[C@@H:16]([OH:17])[C@H:14]1[OH:15]. The catalyst class is: 19.